The task is: Regression. Given two drug SMILES strings and cell line genomic features, predict the synergy score measuring deviation from expected non-interaction effect.. This data is from NCI-60 drug combinations with 297,098 pairs across 59 cell lines. (1) Drug 1: C1=NC2=C(N1)C(=S)N=CN2. Drug 2: C(CN)CNCCSP(=O)(O)O. Cell line: HOP-92. Synergy scores: CSS=31.9, Synergy_ZIP=-6.86, Synergy_Bliss=-3.21, Synergy_Loewe=-58.5, Synergy_HSA=-3.44. (2) Drug 1: C1=NNC2=C1C(=O)NC=N2. Drug 2: COC1=C2C(=CC3=C1OC=C3)C=CC(=O)O2. Cell line: HOP-62. Synergy scores: CSS=4.04, Synergy_ZIP=-6.15, Synergy_Bliss=-13.1, Synergy_Loewe=-9.59, Synergy_HSA=-9.17. (3) Drug 1: CN(CC1=CN=C2C(=N1)C(=NC(=N2)N)N)C3=CC=C(C=C3)C(=O)NC(CCC(=O)O)C(=O)O. Drug 2: C(CN)CNCCSP(=O)(O)O. Cell line: NCI-H460. Synergy scores: CSS=68.1, Synergy_ZIP=27.4, Synergy_Bliss=25.0, Synergy_Loewe=-29.6, Synergy_HSA=24.0. (4) Drug 1: CN(CC1=CN=C2C(=N1)C(=NC(=N2)N)N)C3=CC=C(C=C3)C(=O)NC(CCC(=O)O)C(=O)O. Drug 2: COC1=C2C(=CC3=C1OC=C3)C=CC(=O)O2. Cell line: UACC62. Synergy scores: CSS=49.4, Synergy_ZIP=0.550, Synergy_Bliss=1.87, Synergy_Loewe=-29.9, Synergy_HSA=1.41. (5) Synergy scores: CSS=32.6, Synergy_ZIP=2.18, Synergy_Bliss=2.12, Synergy_Loewe=-19.2, Synergy_HSA=-0.0331. Drug 2: COC1=NC(=NC2=C1N=CN2C3C(C(C(O3)CO)O)O)N. Cell line: TK-10. Drug 1: COC1=C(C=C2C(=C1)N=CN=C2NC3=CC(=C(C=C3)F)Cl)OCCCN4CCOCC4.